From a dataset of Full USPTO retrosynthesis dataset with 1.9M reactions from patents (1976-2016). Predict the reactants needed to synthesize the given product. (1) Given the product [F:1][C:2]1[C:14]([NH:15][CH2:16][C:17]2[CH:22]=[CH:21][CH:20]=[C:19]([C:23]3[CH:28]=[CH:27][CH:26]=[C:25]([F:29])[CH:24]=3)[CH:18]=2)=[C:13]([F:30])[CH:12]=[CH:11][C:3]=1[O:4][CH2:5][C:6]([OH:8])=[O:7], predict the reactants needed to synthesize it. The reactants are: [F:1][C:2]1[C:14]([NH:15][CH2:16][C:17]2[CH:22]=[CH:21][CH:20]=[C:19]([C:23]3[CH:28]=[CH:27][CH:26]=[C:25]([F:29])[CH:24]=3)[CH:18]=2)=[C:13]([F:30])[CH:12]=[CH:11][C:3]=1[O:4][CH2:5][C:6]([O:8]CC)=[O:7].[OH-].[Na+].O. (2) Given the product [CH2:1]([O:8][C:9]1[S:13][C:12]([CH2:14][NH2:15])=[CH:11][CH:10]=1)[C:2]1[CH:3]=[CH:4][CH:5]=[CH:6][CH:7]=1, predict the reactants needed to synthesize it. The reactants are: [CH2:1]([O:8][C:9]1[S:13][C:12]([C:14]#[N:15])=[CH:11][CH:10]=1)[C:2]1[CH:7]=[CH:6][CH:5]=[CH:4][CH:3]=1.[H-].[Al+3].[Li+].[H-].[H-].[H-].[F-].[Na+]. (3) Given the product [OH:1][CH:2]([CH2:14][CH2:15][CH2:16][CH2:17][CH2:18][CH2:19][CH2:20][CH3:21])[CH2:3][O:4][C:5]1[CH:10]=[CH:9][C:8]([NH2:11])=[CH:7][CH:6]=1, predict the reactants needed to synthesize it. The reactants are: [OH:1][CH:2]([CH2:14][CH2:15][CH2:16][CH2:17][CH2:18][CH2:19][CH2:20][CH3:21])[CH2:3][O:4][C:5]1[CH:10]=[CH:9][C:8]([N+:11]([O-])=O)=[CH:7][CH:6]=1.[H][H].